This data is from Forward reaction prediction with 1.9M reactions from USPTO patents (1976-2016). The task is: Predict the product of the given reaction. The product is: [CH2:9]([N:16]1[CH2:21][CH2:20][CH:19]([NH:22][C:2]2[C:7]([Cl:8])=[N:6][CH:5]=[CH:4][N:3]=2)[CH2:18][CH2:17]1)[C:10]1[CH:11]=[CH:12][CH:13]=[CH:14][CH:15]=1. Given the reactants Cl[C:2]1[C:7]([Cl:8])=[N:6][CH:5]=[CH:4][N:3]=1.[CH2:9]([N:16]1[CH2:21][CH2:20][CH:19]([NH2:22])[CH2:18][CH2:17]1)[C:10]1[CH:15]=[CH:14][CH:13]=[CH:12][CH:11]=1.C([O-])([O-])=O.[Na+].[Na+], predict the reaction product.